Dataset: Full USPTO retrosynthesis dataset with 1.9M reactions from patents (1976-2016). Task: Predict the reactants needed to synthesize the given product. (1) Given the product [CH3:1][C:2]1([CH3:27])[CH2:7][CH:6]([CH2:8][NH:9][C:10]2[N:11]=[C:12]([OH:17])[CH:13]=[CH:14][C:15]=2[F:16])[CH2:5][CH2:4][O:3]1, predict the reactants needed to synthesize it. The reactants are: [CH3:1][C:2]1([CH3:27])[CH2:7][CH:6]([CH2:8][NH:9][C:10]2[C:15]([F:16])=[CH:14][CH:13]=[C:12]([O:17]CC3C=CC(OC)=CC=3)[N:11]=2)[CH2:5][CH2:4][O:3]1. (2) Given the product [S:2]1[C:6]2[CH2:7][C:8]3[CH:9]=[CH:10][CH:11]=[CH:12][C:13]=3[C:5]=2[N:4]=[C:3]1[NH:14][C:16](=[O:23])[C:17]1[CH:22]=[CH:21][CH:20]=[N:19][CH:18]=1, predict the reactants needed to synthesize it. The reactants are: I.[S:2]1[C:6]2[CH2:7][C:8]3[CH:9]=[CH:10][CH:11]=[CH:12][C:13]=3[C:5]=2[N:4]=[C:3]1[NH2:14].Cl.[C:16](Cl)(=[O:23])[C:17]1[CH:22]=[CH:21][CH:20]=[N:19][CH:18]=1.C(N(C(C)C)CC)(C)C.